Dataset: Forward reaction prediction with 1.9M reactions from USPTO patents (1976-2016). Task: Predict the product of the given reaction. (1) Given the reactants [CH2:1]([N:3]([CH2:25][CH3:26])[C:4](=[O:24])[CH2:5][C:6]1[C:7]([C:17]2[CH:22]=[CH:21][C:20]([OH:23])=[CH:19][CH:18]=2)=[N:8][N:9]2[C:14]([CH3:15])=[CH:13][C:12]([CH3:16])=[N:11][C:10]=12)[CH3:2].[Na+].[I-:28], predict the reaction product. The product is: [CH2:25]([N:3]([CH2:1][CH3:2])[C:4](=[O:24])[CH2:5][C:6]1[C:7]([C:17]2[CH:18]=[CH:19][C:20]([OH:23])=[C:21]([I:28])[CH:22]=2)=[N:8][N:9]2[C:14]([CH3:15])=[CH:13][C:12]([CH3:16])=[N:11][C:10]=12)[CH3:26]. (2) Given the reactants [F:1][C:2]1[CH:3]=[C:4]([NH:10][C:11]2[C:16]([C:17]3[N:22]=[C:21]([CH3:23])[N:20]=[C:19]([N:24](CC4C=CC(OC)=CC=4)CC4C=CC(OC)=CC=4)[N:18]=3)=[CH:15][C:14]([CH2:43][C:44]3[CH:49]=[CH:48][C:47]([S:50]([CH3:53])(=[O:52])=[O:51])=[CH:46][CH:45]=3)=[CH:13][N:12]=2)[CH:5]=[N:6][C:7]=1[O:8][CH3:9].FC(F)(F)C(O)=O, predict the reaction product. The product is: [F:1][C:2]1[CH:3]=[C:4]([NH:10][C:11]2[C:16]([C:17]3[N:22]=[C:21]([CH3:23])[N:20]=[C:19]([NH2:24])[N:18]=3)=[CH:15][C:14]([CH2:43][C:44]3[CH:49]=[CH:48][C:47]([S:50]([CH3:53])(=[O:51])=[O:52])=[CH:46][CH:45]=3)=[CH:13][N:12]=2)[CH:5]=[N:6][C:7]=1[O:8][CH3:9]. (3) Given the reactants Cl[C:2]1[CH:3]=[CH:4][C:5]([N+:13]([O-:15])=[O:14])=[C:6]([CH:8]2[O:12][CH2:11][CH2:10][O:9]2)[CH:7]=1.ClCCl.[NH:19]1[CH2:24][CH2:23][O:22][CH2:21][CH2:20]1, predict the reaction product. The product is: [O:9]1[CH2:10][CH2:11][O:12][CH:8]1[C:6]1[CH:7]=[C:2]([N:19]2[CH2:24][CH2:23][O:22][CH2:21][CH2:20]2)[CH:3]=[CH:4][C:5]=1[N+:13]([O-:15])=[O:14]. (4) Given the reactants [OH:1][C:2]1[CH:3]=[C:4]([CH:19]=[CH:20][CH:21]=1)[O:5][CH2:6][CH2:7][N:8]1[C:16](=[O:17])[C:15]2[C:10](=[CH:11][CH:12]=[CH:13][CH:14]=2)[C:9]1=[O:18].[O:22]1[C:24]2([CH2:31][CH2:30][CH2:29][CH2:28][CH2:27][CH2:26][CH2:25]2)[CH2:23]1.C([O-])([O-])=O.[Cs+].[Cs+], predict the reaction product. The product is: [OH:22][C:24]1([CH2:23][O:1][C:2]2[CH:3]=[C:4]([CH:19]=[CH:20][CH:21]=2)[O:5][CH2:6][CH2:7][N:8]2[C:9](=[O:18])[C:10]3[C:15](=[CH:14][CH:13]=[CH:12][CH:11]=3)[C:16]2=[O:17])[CH2:31][CH2:30][CH2:29][CH2:28][CH2:27][CH2:26][CH2:25]1. (5) The product is: [F:1][C:2]1[C:8]([N+:9]([O-:11])=[O:10])=[CH:7][C:5]([NH:6][CH2:23][C:22]2[C:25]([O:30][CH3:31])=[CH:26][CH:27]=[C:28]([F:29])[C:21]=2[F:20])=[C:4]([O:12][CH3:13])[CH:3]=1. Given the reactants [F:1][C:2]1[C:8]([N+:9]([O-:11])=[O:10])=[CH:7][C:5]([NH2:6])=[C:4]([O:12][CH3:13])[CH:3]=1.C(=O)([O-])[O-].[K+].[K+].[F:20][C:21]1[C:28]([F:29])=[CH:27][CH:26]=[C:25]([O:30][CH3:31])[C:22]=1[CH2:23]Br.O, predict the reaction product. (6) Given the reactants C([O:3][C:4](=[O:32])[C:5]1[CH:10]=[CH:9][C:8]([NH:11][C:12]([C:14]2([CH2:27][CH2:28][CH2:29][CH2:30][CH3:31])[CH2:22][C:21]3[C:20]([CH3:24])([CH3:23])[CH2:19][CH2:18][C:17]([CH3:26])([CH3:25])[C:16]=3[CH2:15]2)=[O:13])=[N:7][CH:6]=1)C.[OH-].[K+].Cl, predict the reaction product. The product is: [CH3:25][C:17]1([CH3:26])[CH2:18][CH2:19][C:20]([CH3:23])([CH3:24])[C:21]2[CH2:22][C:14]([CH2:27][CH2:28][CH2:29][CH2:30][CH3:31])([C:12]([NH:11][C:8]3[CH:9]=[CH:10][C:5]([C:4]([OH:32])=[O:3])=[CH:6][N:7]=3)=[O:13])[CH2:15][C:16]1=2. (7) Given the reactants C([N:8]1[CH2:13][CH2:12][C:11]([C:17]2[CH:18]=[N:19][CH:20]=[CH:21][CH:22]=2)([N:14]([CH3:16])[CH3:15])[CH2:10][CH2:9]1)C1C=CC=CC=1.C(O)(=O)C, predict the reaction product. The product is: [CH3:15][N:14]([CH3:16])[C:11]1([C:17]2[CH:18]=[N:19][CH:20]=[CH:21][CH:22]=2)[CH2:12][CH2:13][NH:8][CH2:9][CH2:10]1. (8) Given the reactants Cl.N[OH:3].[C:4]([C:8]1[N:13]=[C:12]([NH:14][CH2:15][C:16]2[O:17][CH:18]=[CH:19][CH:20]=2)[C:11]([C:21]([N:23]([CH2:42][CH:43]([CH3:45])[CH3:44])[C@H:24]2[CH2:29][C@@H:28]([C:30]3[N:31]=NN[N:34]=3)[CH2:27][N:26]([C:35]([O:37][C:38]([CH3:41])([CH3:40])[CH3:39])=[O:36])[CH2:25]2)=[O:22])=[CH:10][N:9]=1)([CH3:7])([CH3:6])[CH3:5].C1[CH2:50][O:49]CC1, predict the reaction product. The product is: [C:4]([C:8]1[N:13]=[C:12]([NH:14][CH2:15][C:16]2[O:17][CH:18]=[CH:19][CH:20]=2)[C:11]([C:21]([N:23]([CH2:42][CH:43]([CH3:45])[CH3:44])[C@H:24]2[CH2:29][C@@H:28]([C:30]3[NH:31][C:50](=[O:49])[O:3][N:34]=3)[CH2:27][N:26]([C:35]([O:37][C:38]([CH3:41])([CH3:40])[CH3:39])=[O:36])[CH2:25]2)=[O:22])=[CH:10][N:9]=1)([CH3:7])([CH3:6])[CH3:5]. (9) The product is: [F:11][C:7]1[CH:6]=[C:5]([CH:3]([OH:4])[CH:2]([NH:1][C:34]([C:23]2[CH:24]=[CH:25][CH:26]=[C:27]3[CH2:33][CH2:32][CH2:31][CH:30]=[CH:29][C:28]=23)=[O:35])[CH2:12][C:13]2[CH:14]=[CH:15][C:16]([C:19]([F:22])([F:20])[F:21])=[CH:17][CH:18]=2)[CH:10]=[CH:9][CH:8]=1. Given the reactants [NH2:1][CH:2]([CH2:12][C:13]1[CH:18]=[CH:17][C:16]([C:19]([F:22])([F:21])[F:20])=[CH:15][CH:14]=1)[CH:3]([C:5]1[CH:10]=[CH:9][CH:8]=[C:7]([F:11])[CH:6]=1)[OH:4].[C:23]1([C:34](O)=[O:35])[CH:24]=[CH:25][CH:26]=[C:27]2[CH2:33][CH2:32][CH2:31][CH:30]=[CH:29][C:28]=12.Cl.C(N=C=NCCCN(C)C)C.ON1C2C=CC=CC=2N=N1, predict the reaction product. (10) The product is: [I:14][C:2]1[CH:3]=[N:4][C:5]2[C:10]([CH:11]=1)=[CH:9][C:8]([OH:12])=[CH:7][CH:6]=2. Given the reactants Br[C:2]1[CH:3]=[N:4][C:5]2[C:10]([CH:11]=1)=[CH:9][C:8]([OH:12])=[C:7](F)[CH:6]=2.[I-:14].[Na+].CN(C)CCN(C)C.N.Cl, predict the reaction product.